This data is from Forward reaction prediction with 1.9M reactions from USPTO patents (1976-2016). The task is: Predict the product of the given reaction. (1) Given the reactants [Cl:1][C:2]1[N:6]2[C:7]3[CH:28]=[CH:27][C:26]([Cl:29])=[CH:25][C:8]=3[C@@H:9]([C:15]3[CH:20]=[CH:19][CH:18]=[C:17]([O:21][CH3:22])[C:16]=3[O:23][CH3:24])[O:10][C@H:11]([CH2:12][CH2:13][OH:14])[C:5]2=[N:4][C:3]=1[Cl:30].C(N(CC)CC)C.Cl[CH2:39][S:40]([O-])(=[O:42])=[O:41].C(=O)([O-])O.[Na+], predict the reaction product. The product is: [CH3:39][S:40]([O:14][CH2:13][CH2:12][C@H:11]1[O:10][C@H:9]([C:15]2[CH:20]=[CH:19][CH:18]=[C:17]([O:21][CH3:22])[C:16]=2[O:23][CH3:24])[C:8]2[CH:25]=[C:26]([Cl:29])[CH:27]=[CH:28][C:7]=2[N:6]2[C:2]([Cl:1])=[C:3]([Cl:30])[N:4]=[C:5]12)(=[O:42])=[O:41]. (2) The product is: [CH:44]1([O:49][C:50]2[CH:51]=[CH:41][C:40]([NH:39][C:37]([NH:34][C:33]3[CH:32]=[CH:16][C:15]([N:1]4[CH2:6][CH2:5][CH:4]([N:7]5[CH2:12][CH2:11][O:10][CH2:9][CH2:8]5)[CH2:3][CH2:2]4)=[CH:14][CH:19]=3)=[O:38])=[CH:55][CH:56]=2)[CH2:45][CH2:46][CH2:47][CH2:48]1. Given the reactants [NH:1]1[CH2:6][CH2:5][CH:4]([N:7]2[CH2:12][CH2:11][O:10][CH2:9][CH2:8]2)[CH2:3][CH2:2]1.F[C:14]1[CH:19]=CC([N+]([O-])=O)=[CH:16][CH:15]=1.[H][H].NC1C=CC=CC=1.[CH:32]1N=C[N:34]([C:37]([N:39]2C=N[CH:41]=[CH:40]2)=[O:38])[CH:33]=1.[CH:44]1([O:49][C:50]2[CH:56]=[CH:55]C(N)=C[CH:51]=2)[CH2:48][CH2:47][CH2:46][CH2:45]1, predict the reaction product. (3) Given the reactants [O:1]1[CH:5]=[CH:4][CH:3]=[C:2]1[C:6]1[C:11]([C:12]2[CH:17]=[CH:16][N:15]=[CH:14][N:13]=2)=[CH:10][N:9]=[C:8]([NH2:18])[N:7]=1.CC(C)([O-])C.[Na+].Cl[C:26]1[CH:31]=[N:30][CH:29]=[CH:28][N:27]=1.C1(P(C2CCCCC2)C2C=CC=CC=2C2C=CC=CC=2N(C)C)CCCCC1, predict the reaction product. The product is: [O:1]1[CH:5]=[CH:4][CH:3]=[C:2]1[C:6]1[C:11]([C:12]2[CH:17]=[CH:16][N:15]=[CH:14][N:13]=2)=[CH:10][N:9]=[C:8]([NH:18][C:26]2[CH:31]=[N:30][CH:29]=[CH:28][N:27]=2)[N:7]=1. (4) Given the reactants C[O:2][C:3](=[O:19])[C:4]1[CH:13]=[C:12]([O:14][CH2:15][C:16](=[O:18])[NH2:17])[CH:11]=[C:6]([C:7]([O:9][CH3:10])=[O:8])[CH:5]=1.[OH-].[Na+], predict the reaction product. The product is: [CH3:10][O:9][C:7](=[O:8])[C:6]1[CH:11]=[C:12]([O:14][CH2:15][C:16](=[O:18])[NH2:17])[CH:13]=[C:4]([C:3]([OH:19])=[O:2])[CH:5]=1. (5) The product is: [CH2:1]([C@@:8]1([OH:15])[CH2:13][CH2:12][N:11]([CH2:32][CH2:31][O:30][C:27]2[CH:28]=[CH:29][C:24]([O:23][CH2:16][C:17]3[CH:22]=[CH:21][CH:20]=[CH:19][CH:18]=3)=[CH:25][CH:26]=2)[CH2:10][C@H:9]1[OH:14])[C:2]1[CH:3]=[CH:4][CH:5]=[CH:6][CH:7]=1. Given the reactants [CH2:1]([C@@:8]1([OH:15])[CH2:13][CH2:12][NH:11][CH2:10][C@H:9]1[OH:14])[C:2]1[CH:7]=[CH:6][CH:5]=[CH:4][CH:3]=1.[CH2:16]([O:23][C:24]1[CH:29]=[CH:28][C:27]([O:30][CH2:31][CH2:32]Cl)=[CH:26][CH:25]=1)[C:17]1[CH:22]=[CH:21][CH:20]=[CH:19][CH:18]=1.C([O-])([O-])=O.[K+].[K+].O, predict the reaction product.